This data is from Full USPTO retrosynthesis dataset with 1.9M reactions from patents (1976-2016). The task is: Predict the reactants needed to synthesize the given product. (1) The reactants are: F[C:2]1[CH:3]=[C:4]2[C:9](=[CH:10][C:11]=1[N+:12]([O-:14])=[O:13])[NH:8][C:7](=[O:15])[N:6]([NH:16][S:17]([CH3:20])(=[O:19])=[O:18])[C:5]2=[O:21].[NH2:22][C@@H:23]([CH3:26])[CH2:24][OH:25]. Given the product [OH:25][CH2:24][C@@H:23]([NH:22][C:2]1[CH:3]=[C:4]2[C:9](=[CH:10][C:11]=1[N+:12]([O-:14])=[O:13])[NH:8][C:7](=[O:15])[N:6]([NH:16][S:17]([CH3:20])(=[O:19])=[O:18])[C:5]2=[O:21])[CH3:26], predict the reactants needed to synthesize it. (2) Given the product [C:27]([O:26][C:24](=[O:25])[NH:31][CH:32]([C:33](=[O:34])[N:11]([C:5]1[CH:6]=[CH:7][C:8]([O:9][CH3:10])=[C:3]([O:2][CH3:1])[CH:4]=1)[CH2:12][CH2:13][C:14]1[CH:19]=[CH:18][C:17]([C:20]([F:22])([F:21])[F:23])=[CH:16][CH:15]=1)[C:36]1[CH:41]=[CH:40][CH:39]=[CH:38][CH:37]=1)([CH3:30])([CH3:28])[CH3:29], predict the reactants needed to synthesize it. The reactants are: [CH3:1][O:2][C:3]1[CH:4]=[C:5]([NH:11][CH2:12][CH2:13][C:14]2[CH:19]=[CH:18][C:17]([C:20]([F:23])([F:22])[F:21])=[CH:16][CH:15]=2)[CH:6]=[CH:7][C:8]=1[O:9][CH3:10].[C:24]([NH:31][CH:32]([C:36]1[CH:41]=[CH:40][CH:39]=[CH:38][CH:37]=1)[C:33](O)=[O:34])([O:26][C:27]([CH3:30])([CH3:29])[CH3:28])=[O:25]. (3) Given the product [CH2:1]([C:7]1[CH:8]=[C:9]([C:13]2[N:17]([CH3:18])[C:16]([C:19]([N:21]3[CH2:26][CH2:25][CH:24]([N:27]4[CH2:31][CH2:30][CH2:29][CH2:28]4)[CH2:23][CH2:22]3)=[O:20])=[C:15]([C:38]3[CH:39]=[N:40][C:35]([O:34][CH3:33])=[CH:36][CH:37]=3)[N:14]=2)[CH:10]=[CH:11][CH:12]=1)[CH2:2][CH2:3][CH2:4][CH2:5][CH3:6], predict the reactants needed to synthesize it. The reactants are: [CH2:1]([C:7]1[CH:8]=[C:9]([C:13]2[N:17]([CH3:18])[C:16]([C:19]([N:21]3[CH2:26][CH2:25][CH:24]([N:27]4[CH2:31][CH2:30][CH2:29][CH2:28]4)[CH2:23][CH2:22]3)=[O:20])=[C:15](I)[N:14]=2)[CH:10]=[CH:11][CH:12]=1)[CH2:2][CH2:3][CH2:4][CH2:5][CH3:6].[CH3:33][O:34][C:35]1[N:40]=[CH:39][C:38](B(O)O)=[CH:37][CH:36]=1. (4) Given the product [NH:10]1[C:11]([CH2:12][C:13]([O:15][CH2:16][N:17]2[C:25]3[C:20](=[CH:21][CH:22]=[C:23]([C:26]([F:27])([F:28])[F:29])[CH:24]=3)[C@@:19]([C:31]3[CH:36]=[C:35]([Cl:37])[CH:34]=[CH:33][C:32]=3[O:38][CH3:39])([F:30])[C:18]2=[O:40])=[O:14])=[N:7][N:8]=[N:9]1, predict the reactants needed to synthesize it. The reactants are: C[Si](C)(C)CCOC[N:7]1[C:11]([CH2:12][C:13]([O:15][CH2:16][N:17]2[C:25]3[C:20](=[CH:21][CH:22]=[C:23]([C:26]([F:29])([F:28])[F:27])[CH:24]=3)[C@@:19]([C:31]3[CH:36]=[C:35]([Cl:37])[CH:34]=[CH:33][C:32]=3[O:38][CH3:39])([F:30])[C:18]2=[O:40])=[O:14])=[N:10][N:9]=[N:8]1. (5) Given the product [CH:15]1[CH:14]=[CH:13][C:11](=[O:12])/[C:10](=[CH:9]/[NH:8][CH2:7][CH2:6][NH:5]/[CH:4]=[C:3]2/[CH:2]=[CH:1][CH:20]=[CH:19][C:17]/2=[O:18])/[CH:16]=1, predict the reactants needed to synthesize it. The reactants are: [CH:1]1[CH:20]=[CH:19][C:17](=[O:18])/[C:3](=[CH:4]\[NH:5][CH2:6][CH2:7][NH:8]/[CH:9]=[C:10]2\[C:11]([CH:13]=[CH:14][CH:15]=[CH:16]\2)=[O:12])/[CH:2]=1.[O-]CC.[O-]CC.[O-]CC.[Al+3]. (6) Given the product [Cl:22][C:23]1[CH:24]=[CH:25][C:26]([N:29]2[CH2:34][CH2:33][N:32]([CH2:20][CH2:19][CH2:18][C:9]3[CH:10]=[C:11]([C:12]4[CH:17]=[CH:16][CH:15]=[CH:14][CH:13]=4)[N:7]([C:1]4[CH:6]=[CH:5][CH:4]=[CH:3][CH:2]=4)[N:8]=3)[CH2:31][CH2:30]2)=[CH:27][CH:28]=1, predict the reactants needed to synthesize it. The reactants are: [C:1]1([N:7]2[C:11]([C:12]3[CH:17]=[CH:16][CH:15]=[CH:14][CH:13]=3)=[CH:10][C:9]([CH2:18][CH2:19][CH:20]=O)=[N:8]2)[CH:6]=[CH:5][CH:4]=[CH:3][CH:2]=1.[Cl:22][C:23]1[CH:28]=[CH:27][C:26]([N:29]2[CH2:34][CH2:33][NH:32][CH2:31][CH2:30]2)=[CH:25][CH:24]=1.CCN(C(C)C)C(C)C.[BH-](OC(C)=O)(OC(C)=O)OC(C)=O.[Na+].